From a dataset of Full USPTO retrosynthesis dataset with 1.9M reactions from patents (1976-2016). Predict the reactants needed to synthesize the given product. (1) Given the product [F:1][C:2]1[C:3]([C:10]#[N:11])=[N:4][CH:5]=[C:6]([F:9])[C:7]=1[C:17]1[CH:18]=[N:19][C:14]([C:13]([F:24])([F:23])[F:12])=[CH:15][CH:16]=1, predict the reactants needed to synthesize it. The reactants are: [F:1][C:2]1[C:3]([C:10]#[N:11])=[N:4][CH:5]=[C:6]([F:9])[C:7]=1I.[F:12][C:13]([F:24])([F:23])[C:14]1[N:19]=[CH:18][C:17](B(O)O)=[CH:16][CH:15]=1.C(Cl)Cl.C(=O)([O-])[O-].[Na+].[Na+]. (2) Given the product [CH2:1]([NH:8][C:9]([C:11]1[S:15][C:14]([NH:16][C:18]([CH2:19][C:20]2[CH:28]=[CH:27][CH:26]=[CH:25][C:21]=2[C:22]([OH:24])=[O:23])=[O:29])=[N:13][C:12]=1[CH3:17])=[O:10])[C:2]1[CH:7]=[CH:6][CH:5]=[CH:4][CH:3]=1, predict the reactants needed to synthesize it. The reactants are: [CH2:1]([NH:8][C:9]([C:11]1[S:15][C:14]([NH2:16])=[N:13][C:12]=1[CH3:17])=[O:10])[C:2]1[CH:7]=[CH:6][CH:5]=[CH:4][CH:3]=1.[C:18](O)(=[O:29])[CH2:19][C:20]1[C:21](=[CH:25][CH:26]=[CH:27][CH:28]=1)[C:22]([OH:24])=[O:23]. (3) The reactants are: [Br:1][C:2]1[CH:3]=[C:4]([N:8]2[C:12]([C:13]3[CH:18]=[CH:17][C:16](F)=[C:15]([Cl:20])[CH:14]=3)=[CH:11][C:10]([C:21]([O:23]CC)=[O:22])=[N:9]2)[CH:5]=[CH:6][CH:7]=1.ClC1C=C(N2C(C3C=C(F)C=C(Cl)C=3)=CC(C(O)=O)=N2)C=CC=1F. Given the product [Br:1][C:2]1[CH:3]=[C:4]([N:8]2[C:12]([C:13]3[CH:18]=[CH:17][CH:16]=[C:15]([Cl:20])[CH:14]=3)=[CH:11][C:10]([C:21]([OH:23])=[O:22])=[N:9]2)[CH:5]=[CH:6][CH:7]=1, predict the reactants needed to synthesize it. (4) Given the product [NH2:1][C@H:2]([C:13]([NH:15][CH2:16][C:17]1[CH:22]=[CH:21][CH:20]=[CH:19][CH:18]=1)=[O:14])[CH2:3][C:4]1[C:12]2[C:7](=[CH:8][CH:9]=[CH:10][CH:11]=2)[NH:6][CH:5]=1, predict the reactants needed to synthesize it. The reactants are: [NH:1](C(OCC1C=CC=CC=1)=O)[C@H:2]([C:13]([NH:15][CH2:16][C:17]1[CH:22]=[CH:21][CH:20]=[CH:19][CH:18]=1)=[O:14])[CH2:3][C:4]1[C:12]2[C:7](=[CH:8][CH:9]=[CH:10][CH:11]=2)[NH:6][CH:5]=1. (5) Given the product [NH2:38][C:24]1[N:25]=[C:26]([C:28]2[CH:37]=[C:36]3[C:31]([CH2:32][CH2:33][N:34]([C:10]([NH:1][C:2]4[CH:7]=[N:6][C:5]([O:8][CH3:9])=[CH:4][CH:3]=4)=[O:11])[CH2:35]3)=[CH:30][CH:29]=2)[CH:27]=[C:22]([N:19]2[CH2:18][CH2:17][N:16]([CH3:15])[CH2:21][CH2:20]2)[N:23]=1, predict the reactants needed to synthesize it. The reactants are: [NH2:1][C:2]1[CH:3]=[CH:4][C:5]([O:8][CH3:9])=[N:6][CH:7]=1.[C:10](Cl)(Cl)=[O:11].Cl.[CH3:15][N:16]1[CH2:21][CH2:20][N:19]([C:22]2[CH:27]=[C:26]([C:28]3[CH:37]=[C:36]4[C:31]([CH2:32][CH2:33][NH:34][CH2:35]4)=[CH:30][CH:29]=3)[N:25]=[C:24]([NH2:38])[N:23]=2)[CH2:18][CH2:17]1. (6) Given the product [F:35][C:36]1[CH:37]=[C:38]([NH:43][C:44](=[O:70])[NH:45][C:46]2[CH:47]=[CH:48][C:49]([C:52]3[CH:60]=[C:59]4[C:55]([CH2:56][N:57]([C@@H:62]([CH:67]([CH3:68])[CH3:69])[C:63]([OH:65])=[O:64])[C:58]4=[O:61])=[CH:54][CH:53]=3)=[N:50][CH:51]=2)[CH:39]=[CH:40][C:41]=1[F:42], predict the reactants needed to synthesize it. The reactants are: ClC1C=CC=CC=1NC(=O)NC1C=CC(C2C=C3C(CN([C@@H](C(C)C)C(O)=O)C3=O)=CC=2)=NC=1.[F:35][C:36]1[CH:37]=[C:38]([NH:43][C:44](=[O:70])[NH:45][C:46]2[CH:47]=[CH:48][C:49]([C:52]3[CH:60]=[C:59]4[C:55]([CH2:56][N:57]([C@@H:62]([CH:67]([CH3:69])[CH3:68])[C:63]([O:65]C)=[O:64])[C:58]4=[O:61])=[CH:54][CH:53]=3)=[N:50][CH:51]=2)[CH:39]=[CH:40][C:41]=1[F:42]. (7) Given the product [Cl:1][C:2]1[CH:3]=[CH:4][C:5]([C:8]2[CH:13]=[C:12]([CH3:14])[N:11]3[N:15]=[CH:16][C:17]([C:18]4[O:20][N:24]=[C:23]([C:25]5[S:26][C:27]([S:30]([NH2:31])(=[O:33])=[O:32])=[CH:28][CH:29]=5)[N:22]=4)=[C:10]3[N:9]=2)=[CH:6][CH:7]=1, predict the reactants needed to synthesize it. The reactants are: [Cl:1][C:2]1[CH:7]=[CH:6][C:5]([C:8]2[CH:13]=[C:12]([CH3:14])[N:11]3[N:15]=[CH:16][C:17]([C:18]([OH:20])=O)=[C:10]3[N:9]=2)=[CH:4][CH:3]=1.O[NH:22][C:23]([C:25]1[S:26][C:27]([S:30](=[O:33])(=[O:32])[NH2:31])=[CH:28][CH:29]=1)=[NH:24]. (8) Given the product [C:13]([O:17][C:18](=[O:48])[NH:19][C@@H:20]([CH2:21][N:22]1[CH2:27][C:26](=[O:28])[N:25]([C:29]2[CH:34]=[C:33]([F:35])[CH:32]=[CH:31][C:30]=2[Cl:36])[CH2:24][C:23]1([CH3:38])[CH3:37])[C@@H:39]([OH:40])[CH2:43][C@H:42]([C:41](=[O:47])[NH:5][CH2:1][CH2:2][CH2:3][CH3:4])[CH:44]([CH3:45])[CH3:46])([CH3:14])([CH3:15])[CH3:16], predict the reactants needed to synthesize it. The reactants are: [CH2:1]([NH2:5])[CH2:2][CH2:3][CH3:4].OC1C=CC=CN=1.[C:13]([O:17][C:18](=[O:48])[NH:19][C@H:20]([C@@H:39]1[CH2:43][C@@H:42]([CH:44]([CH3:46])[CH3:45])[C:41](=[O:47])[O:40]1)[CH2:21][N:22]1[CH2:27][C:26](=[O:28])[N:25]([C:29]2[CH:34]=[C:33]([F:35])[CH:32]=[CH:31][C:30]=2[Cl:36])[CH2:24][C:23]1([CH3:38])[CH3:37])([CH3:16])([CH3:15])[CH3:14]. (9) Given the product [CH3:1][O:2][C:3](=[O:34])[C:4]1[CH:9]=[CH:8][C:7]([C:10]2[C:18]3[C:13](=[CH:14][C:15]([N:35]4[CH2:39][CH2:38][NH:37][C:36]4=[O:40])=[CH:16][CH:17]=3)[N:12]([C:20](=[O:32])[C:21]3[C:26]([C:27]([F:30])([F:29])[F:28])=[CH:25][CH:24]=[CH:23][C:22]=3[Cl:31])[N:11]=2)=[C:6]([F:33])[CH:5]=1, predict the reactants needed to synthesize it. The reactants are: [CH3:1][O:2][C:3](=[O:34])[C:4]1[CH:9]=[CH:8][C:7]([C:10]2[C:18]3[C:13](=[CH:14][C:15](Br)=[CH:16][CH:17]=3)[N:12]([C:20](=[O:32])[C:21]3[C:26]([C:27]([F:30])([F:29])[F:28])=[CH:25][CH:24]=[CH:23][C:22]=3[Cl:31])[N:11]=2)=[C:6]([F:33])[CH:5]=1.[NH:35]1[CH2:39][CH2:38][NH:37][C:36]1=[O:40].C([O-])([O-])=O.[Cs+].[Cs+].